The task is: Predict which catalyst facilitates the given reaction.. This data is from Catalyst prediction with 721,799 reactions and 888 catalyst types from USPTO. (1) Reactant: [CH:1]([OH:4])([CH3:3])[CH3:2].ClC(Cl)(O[C:9](=[O:15])OC(Cl)(Cl)Cl)Cl.CCN(CC)CC.[CH3:24][S:25]([C:28]1[CH:33]=[CH:32][C:31]([N:34]2[CH2:39][CH2:38][N:37]([CH2:40][CH2:41][CH:42]3[CH2:47][CH2:46][NH:45][CH2:44][CH2:43]3)[CH2:36][CH2:35]2)=[CH:30][CH:29]=1)(=[O:27])=[O:26]. Product: [CH:1]([O:4][C:9]([N:45]1[CH2:46][CH2:47][CH:42]([CH2:41][CH2:40][N:37]2[CH2:36][CH2:35][N:34]([C:31]3[CH:32]=[CH:33][C:28]([S:25]([CH3:24])(=[O:27])=[O:26])=[CH:29][CH:30]=3)[CH2:39][CH2:38]2)[CH2:43][CH2:44]1)=[O:15])([CH3:3])[CH3:2]. The catalyst class is: 1. (2) Reactant: C1C=CC(P(C2C(C3C(P(C4C=CC=CC=4)C4C=CC=CC=4)=CC=C4C=3C=CC=C4)=C3C(C=CC=C3)=CC=2)C2C=CC=CC=2)=CC=1.Br[C:48]1[CH:49]=[C:50]([CH:53]=[CH:54][C:55]=1[N+:56]([O-:58])=[O:57])[C:51]#[N:52].[NH2:59][C:60]1[N:68]=[C:67]2[C:63]([NH:64][C:65](=[O:75])[N:66]2[CH:69]2[CH2:74][CH2:73][O:72][CH2:71][CH2:70]2)=[C:62]([Cl:76])[N:61]=1.C(=O)([O-])[O-].[Cs+].[Cs+]. Product: [Cl:76][C:62]1[N:61]=[C:60]([NH:59][C:48]2[CH:49]=[C:50]([CH:53]=[CH:54][C:55]=2[N+:56]([O-:58])=[O:57])[C:51]#[N:52])[N:68]=[C:67]2[C:63]=1[NH:64][C:65](=[O:75])[N:66]2[CH:69]1[CH2:70][CH2:71][O:72][CH2:73][CH2:74]1. The catalyst class is: 222. (3) Reactant: C([N:8]1[C@@H:13]([CH2:14][CH2:15][CH:16]([CH3:18])[CH3:17])[CH2:12][CH2:11][CH2:10][C@@H:9]1[CH3:19])(OC(C)(C)C)=O. Product: [CH3:19][C@H:9]1[CH2:10][CH2:11][CH2:12][C@H:13]([CH2:14][CH2:15][CH:16]([CH3:18])[CH3:17])[NH:8]1. The catalyst class is: 330. (4) Reactant: C(OC(=O)[NH:7][CH2:8][CH:9]([C:38]1[CH:43]=[CH:42][CH:41]=[C:40]([Cl:44])[CH:39]=1)[NH:10][C:11](=[O:37])[C:12]1[CH:17]=[CH:16][C:15]([CH3:18])=[C:14]([NH:19][C:20]([C:22]2[C:23](=[O:36])[NH:24][C:25]3[C:30]([CH:31]=2)=[CH:29][C:28]([O:32][CH3:33])=[C:27]([O:34][CH3:35])[CH:26]=3)=[O:21])[CH:13]=1)(C)(C)C. Product: [NH2:7][CH2:8][CH:9]([NH:10][C:11]([C:12]1[CH:17]=[CH:16][C:15]([CH3:18])=[C:14]([NH:19][C:20]([C:22]2[C:23](=[O:36])[NH:24][C:25]3[C:30]([CH:31]=2)=[CH:29][C:28]([O:32][CH3:33])=[C:27]([O:34][CH3:35])[CH:26]=3)=[O:21])[CH:13]=1)=[O:37])[C:38]1[CH:43]=[CH:42][CH:41]=[C:40]([Cl:44])[CH:39]=1. The catalyst class is: 620.